Task: Predict the reaction yield, written as a fraction of the theoretical maximum amount of product (1.0 means a 100% yield; for example, 0.34 means a 34% yield).. Dataset: Reaction yield outcomes from USPTO patents with 853,638 reactions (1) The reactants are [I:1][C:2]1[CH:3]=[C:4]2[N:10]=[C:9]([NH:11]C(=O)OCC)[N:8]([CH:17]([C:19]3[CH:24]=[CH:23][C:22]([O:25][CH2:26][C:27]4[CH:32]=[CH:31][C:30]([C:33]([F:36])([F:35])[F:34])=[CH:29][CH:28]=4)=[C:21]([O:37][CH3:38])[CH:20]=3)[CH3:18])[C:5]2=[N:6][CH:7]=1.[O-]P([O-])([O-])=O.[K+].[K+].[K+]. The catalyst is C(O)C.O. The product is [I:1][C:2]1[CH:3]=[C:4]2[N:10]=[C:9]([NH2:11])[N:8]([CH:17]([C:19]3[CH:24]=[CH:23][C:22]([O:25][CH2:26][C:27]4[CH:32]=[CH:31][C:30]([C:33]([F:35])([F:36])[F:34])=[CH:29][CH:28]=4)=[C:21]([O:37][CH3:38])[CH:20]=3)[CH3:18])[C:5]2=[N:6][CH:7]=1. The yield is 0.880. (2) The yield is 0.800. The product is [CH3:21][O:20][C:17]1[CH:18]=[CH:19][C:14]([CH2:13][O:12][C:4]2[CH:3]=[C:2]([C:31]3[C:30]4[C:25](=[CH:26][CH:27]=[CH:28][CH:29]=4)[C:24](=[O:42])[N:23]([CH3:22])[CH:32]=3)[CH:7]=[C:6]([S:8]([CH3:11])(=[O:10])=[O:9])[CH:5]=2)=[CH:15][CH:16]=1. The catalyst is O1CCOCC1.O.C1C=CC(P(C2C=CC=CC=2)[C-]2C=CC=C2)=CC=1.C1C=CC(P(C2C=CC=CC=2)[C-]2C=CC=C2)=CC=1.Cl[Pd]Cl.[Fe+2]. The reactants are Br[C:2]1[CH:7]=[C:6]([S:8]([CH3:11])(=[O:10])=[O:9])[CH:5]=[C:4]([O:12][CH2:13][C:14]2[CH:19]=[CH:18][C:17]([O:20][CH3:21])=[CH:16][CH:15]=2)[CH:3]=1.[CH3:22][N:23]1[CH:32]=[C:31](B2OC(C)(C)C(C)(C)O2)[C:30]2[C:25](=[CH:26][CH:27]=[CH:28][CH:29]=2)[C:24]1=[O:42].[O-]P([O-])([O-])=O.[K+].[K+].[K+].